The task is: Predict the reactants needed to synthesize the given product.. This data is from Full USPTO retrosynthesis dataset with 1.9M reactions from patents (1976-2016). (1) The reactants are: [CH3:1][C:2]1[C:6]([N+:7]([O-:9])=[O:8])=[CH:5][NH:4][N:3]=1.CI.[C:12]([O-])([O-])=O.[K+].[K+]. Given the product [CH3:12][N:4]1[CH:5]=[C:6]([N+:7]([O-:9])=[O:8])[C:2]([CH3:1])=[N:3]1, predict the reactants needed to synthesize it. (2) Given the product [CH2:2]([C:6]1[CH:11]=[CH:10][C:9]([C@@H:12]([CH3:20])[C:13]([NH:15][CH2:16][CH2:17][CH2:18][NH:19][C:23]2[NH:27][CH2:26][CH2:25][N:24]=2)=[O:14])=[CH:8][CH:7]=1)[CH:3]([CH3:5])[CH3:4], predict the reactants needed to synthesize it. The reactants are: Cl.[CH2:2]([C:6]1[CH:11]=[CH:10][C:9]([C@@H:12]([CH3:20])[C:13]([NH:15][CH2:16][CH2:17][CH2:18][NH2:19])=[O:14])=[CH:8][CH:7]=1)[CH:3]([CH3:5])[CH3:4].CS[C:23]1[NH:24][CH2:25][CH2:26][N:27]=1. (3) The reactants are: [F:1][C:2]1[CH:13]=[CH:12][C:5]([C:6](N(OC)C)=[O:7])=[C:4]([NH:14][C:15]2[CH:20]=[CH:19][CH:18]=[CH:17][CH:16]=2)[CH:3]=1.[CH2:21]([Mg]Br)[CH3:22].C(OCC)C. Given the product [F:1][C:2]1[CH:13]=[CH:12][C:5]([C:6](=[O:7])[CH2:21][CH3:22])=[C:4]([NH:14][C:15]2[CH:20]=[CH:19][CH:18]=[CH:17][CH:16]=2)[CH:3]=1, predict the reactants needed to synthesize it. (4) The reactants are: [Cl:1][C:2]1[C:11]2[C:6](=[C:7]([Cl:19])[C:8]([O:12][CH2:13][CH:14](OC)OC)=[CH:9][CH:10]=2)[N:5]=[C:4]([C:20]2[N:21]=[C:22]([CH:25]([CH3:27])[CH3:26])[S:23][CH:24]=2)[CH:3]=1.[NH:28]1[CH2:33][CH2:32][O:31][CH2:30][CH2:29]1.[BH-](OC(C)=O)(OC(C)=O)OC(C)=O.[Na+]. Given the product [Cl:1][C:2]1[C:11]2[C:6](=[C:7]([Cl:19])[C:8]([O:12][CH2:13][CH2:14][N:28]3[CH2:33][CH2:32][O:31][CH2:30][CH2:29]3)=[CH:9][CH:10]=2)[N:5]=[C:4]([C:20]2[N:21]=[C:22]([CH:25]([CH3:26])[CH3:27])[S:23][CH:24]=2)[CH:3]=1, predict the reactants needed to synthesize it.